The task is: Predict hERG channel inhibition at various concentrations.. This data is from hERG Central: cardiac toxicity at 1µM, 10µM, and general inhibition. (1) The molecule is O=C(CCCCCBr)N1CCC(CC2CC(c3ccc(Cl)cc3)=NO2)(C(=O)NCC2CCCCC2)CC1. Results: hERG_inhib (hERG inhibition (general)): blocker. (2) The drug is O=C1CC2(CCN(C(=O)c3ccccc3Cl)CC2)Oc2ccccc21. Results: hERG_inhib (hERG inhibition (general)): blocker. (3) The drug is COc1ccc(C(=O)NC2CCCN(Cc3ccc(Cl)cc3)C2)c(OC)c1. Results: hERG_inhib (hERG inhibition (general)): blocker. (4) The compound is COc1ccccc1N1C(=O)CC(N2CCN(c3ccc([N+](=O)[O-])cc3)CC2)C1=O. Results: hERG_inhib (hERG inhibition (general)): blocker. (5) The compound is CCOc1ccc(N(CC(=O)NC2CCCCC2)C(=O)CCC(=O)Nc2nc(C)cs2)cc1. Results: hERG_inhib (hERG inhibition (general)): blocker. (6) The drug is CC#CC(=O)N1CCC(CCc2ccccc2)(C(=O)OCC)CC1. Results: hERG_inhib (hERG inhibition (general)): blocker.